Predict which catalyst facilitates the given reaction. From a dataset of Catalyst prediction with 721,799 reactions and 888 catalyst types from USPTO. (1) Reactant: [CH:1]([C:3]1[CH:4]=[N:5][N:6]([C:8]([O:10][C:11]([CH3:14])([CH3:13])[CH3:12])=[O:9])[CH:7]=1)=O.[CH:15]([C:18]1[N:23]=[CH:22][C:21]([NH2:24])=[CH:20][CH:19]=1)([CH3:17])[CH3:16].C(O[BH-](OC(=O)C)OC(=O)C)(=O)C.[Na+].C(=O)([O-])O.[Na+]. Product: [CH:15]([C:18]1[N:23]=[CH:22][C:21]([NH:24][CH2:1][C:3]2[CH:4]=[N:5][N:6]([C:8]([O:10][C:11]([CH3:14])([CH3:13])[CH3:12])=[O:9])[CH:7]=2)=[CH:20][CH:19]=1)([CH3:17])[CH3:16]. The catalyst class is: 478. (2) Reactant: C([O-])([O-])=O.[Na+].[Na+].CC1(C)C(C)(C)OB([C:15]2[CH2:20][CH2:19][N:18]([C:21]([O:23][C:24]([CH3:27])([CH3:26])[CH3:25])=[O:22])[CH2:17][CH:16]=2)O1.[NH2:29][C:30]1[C:35]([N+:36]([O-:38])=[O:37])=[C:34](Br)[CH:33]=[CH:32][N:31]=1. Product: [NH2:29][C:30]1[C:35]([N+:36]([O-:38])=[O:37])=[C:34]([C:15]2[CH2:20][CH2:19][N:18]([C:21]([O:23][C:24]([CH3:25])([CH3:26])[CH3:27])=[O:22])[CH2:17][CH:16]=2)[CH:33]=[CH:32][N:31]=1. The catalyst class is: 184. (3) Reactant: [Cl:1][C:2]1[C:7]([C:8]2[CH:9]=[C:10]3[C:14](=[CH:15][CH:16]=2)[NH:13]N=C3)=[CH:6][CH:5]=[CH:4][N:3]=1.BrC1[C:19](Cl)=[N:20]C=CC=1.N1C2C=CC(B3OC(C)(C)C(C)(C)O3)=CC=2N=C1.C([O-])([O-])=O.[Na+].[Na+]. Product: [Cl:1][C:2]1[C:7]([C:8]2[CH:16]=[CH:15][C:14]3[N:13]=[CH:19][NH:20][C:10]=3[CH:9]=2)=[CH:6][CH:5]=[CH:4][N:3]=1. The catalyst class is: 77. (4) Reactant: [Cl:1][C:2]1[CH:3]=[CH:4][C:5]2[NH:11][C:10](=O)[C@@H:9]([CH2:13][C:14]3[S:15][CH:16]=[C:17]([CH2:19][CH2:20][C:21]([O:23][CH2:24][CH3:25])=[O:22])[N:18]=3)[S:8][C@H:7]([C:26]3[CH:31]=[CH:30][CH:29]=[C:28]([O:32][CH3:33])[C:27]=3[O:34][CH3:35])[C:6]=2[CH:36]=1.COC1C=CC(P2(SP(C3C=CC(OC)=CC=3)(=S)S2)=[S:46])=CC=1. Product: [Cl:1][C:2]1[CH:3]=[CH:4][C:5]2[NH:11][C:10](=[S:46])[CH:9]([CH2:13][C:14]3[S:15][CH:16]=[C:17]([CH2:19][CH2:20][C:21]([O:23][CH2:24][CH3:25])=[O:22])[N:18]=3)[S:8][CH:7]([C:26]3[CH:31]=[CH:30][CH:29]=[C:28]([O:32][CH3:33])[C:27]=3[O:34][CH3:35])[C:6]=2[CH:36]=1. The catalyst class is: 11. (5) Reactant: [NH:1]1[C:9]2[CH:8]=[CH:7][N:6]=[C:5]([N:10]3[CH2:15][CH2:14][N:13]([CH2:16][CH2:17][C:18]4[C:26]5[C:21](=[CH:22][CH:23]=[C:24]([CH:27]=[O:28])[CH:25]=5)[NH:20][CH:19]=4)[CH2:12][CH2:11]3)[C:4]=2[CH:3]=[CH:2]1.[BH4-].[Na+]. Product: [OH:28][CH2:27][C:24]1[CH:25]=[C:26]2[C:21](=[CH:22][CH:23]=1)[NH:20][CH:19]=[C:18]2[CH2:17][CH2:16][N:13]1[CH2:14][CH2:15][N:10]([C:5]2[C:4]3[CH:3]=[CH:2][NH:1][C:9]=3[CH:8]=[CH:7][N:6]=2)[CH2:11][CH2:12]1. The catalyst class is: 40. (6) Reactant: F[C:2]1[CH:7]=[CH:6][CH:5]=[CH:4][C:3]=1[N+:8]([O-:10])=[O:9].[CH2:11]([C:18]1[CH:24]=[CH:23][C:21]([NH2:22])=[CH:20][CH:19]=1)[C:12]1[CH:17]=[CH:16][CH:15]=[CH:14][CH:13]=1.C([O-])(C)(C)C.[K+]. Product: [CH2:11]([C:18]1[CH:19]=[CH:20][C:21]([NH:22][C:2]2[CH:7]=[CH:6][CH:5]=[CH:4][C:3]=2[N+:8]([O-:10])=[O:9])=[CH:23][CH:24]=1)[C:12]1[CH:13]=[CH:14][CH:15]=[CH:16][CH:17]=1. The catalyst class is: 16.